Dataset: Reaction yield outcomes from USPTO patents with 853,638 reactions. Task: Predict the reaction yield, written as a fraction of the theoretical maximum amount of product (1.0 means a 100% yield; for example, 0.34 means a 34% yield). (1) The reactants are [NH2:1][C:2]1[C:3]([N+:18]([O-])=O)=[C:4]([CH:9]=[C:10]([N:12]2[CH2:17][CH2:16][O:15][CH2:14][CH2:13]2)[CH:11]=1)[C:5]([O:7][CH3:8])=[O:6]. The catalyst is CO.[Pd]. The product is [NH2:18][C:3]1[C:2]([NH2:1])=[CH:11][C:10]([N:12]2[CH2:17][CH2:16][O:15][CH2:14][CH2:13]2)=[CH:9][C:4]=1[C:5]([O:7][CH3:8])=[O:6]. The yield is 0.960. (2) The reactants are [CH3:1][C:2]1[CH:7]=[C:6]([CH3:8])[C:5]([NH2:9])=[C:4]([N+:10]([O-:12])=[O:11])[CH:3]=1.[N:13]([O-])=O.[Na+]. The catalyst is C(O)(=O)C.[OH-].[NH4+]. The product is [CH3:1][C:2]1[CH:7]=[C:6]2[C:5](=[C:4]([N+:10]([O-:12])=[O:11])[CH:3]=1)[NH:9][N:13]=[CH:8]2. The yield is 0.0900. (3) The reactants are F[C:2]1[CH:7]=[CH:6][C:5]([N+:8]([O-:10])=[O:9])=[CH:4][CH:3]=1.[C:11]1([CH:17]2[CH2:22][CH2:21][NH:20][CH2:19][CH2:18]2)[CH:16]=[CH:15][CH:14]=[CH:13][CH:12]=1.C(=O)([O-])[O-].[K+].[K+].[Al]. The catalyst is O.CS(C)=O. The product is [N+:8]([C:5]1[CH:6]=[CH:7][C:2]([N:20]2[CH2:21][CH2:22][CH:17]([C:11]3[CH:16]=[CH:15][CH:14]=[CH:13][CH:12]=3)[CH2:18][CH2:19]2)=[CH:3][CH:4]=1)([O-:10])=[O:9]. The yield is 0.860. (4) The product is [F:21][C:22]1[CH:23]=[C:24]2[C:28](=[CH:29][C:30]=1[NH:31][C:32](=[O:36])[C@@H:33]([OH:35])[CH3:34])[NH:27][C:26](=[O:37])[C:25]2=[CH:19][C:3]1[NH:4][C:5]2[CH2:10][CH2:9][N:8]([CH2:11][CH2:12][N:13]3[CH2:14][CH2:15][CH2:16][CH2:17]3)[C:7](=[O:18])[C:6]=2[C:2]=1[CH3:1]. No catalyst specified. The reactants are [CH3:1][C:2]1[C:6]2[C:7](=[O:18])[N:8]([CH2:11][CH2:12][N:13]3[CH2:17][CH2:16][CH2:15][CH2:14]3)[CH2:9][CH2:10][C:5]=2[NH:4][C:3]=1[CH:19]=O.[F:21][C:22]1[CH:23]=[C:24]2[C:28](=[CH:29][C:30]=1[NH:31][C:32](=[O:36])[C@@H:33]([OH:35])[CH3:34])[NH:27][C:26](=[O:37])[CH2:25]2. The yield is 0.679. (5) The reactants are Br[C:2]1[C:10]2[C:5](=[CH:6][C:7]([S:11]([N:14]([CH2:20][C:21]3[CH:26]=[CH:25][C:24]([O:27][CH3:28])=[CH:23][C:22]=3[O:29][CH3:30])[C:15]3[S:19][N:18]=[CH:17][N:16]=3)(=[O:13])=[O:12])=[CH:8][CH:9]=2)[NH:4][CH:3]=1.[CH3:31][N:32]1[C:36]([C:37]2[CH:42]=[C:41]([C:43]([F:46])([F:45])[F:44])[CH:40]=[CH:39][C:38]=2B(O)O)=[CH:35][CH:34]=[N:33]1.P([O-])([O-])([O-])=O.[K+].[K+].[K+].O1CCOCC1. The catalyst is O. The product is [CH3:30][O:29][C:22]1[CH:23]=[C:24]([O:27][CH3:28])[CH:25]=[CH:26][C:21]=1[CH2:20][N:14]([C:15]1[S:19][N:18]=[CH:17][N:16]=1)[S:11]([C:7]1[CH:6]=[C:5]2[C:10]([C:2]([C:38]3[CH:39]=[CH:40][C:41]([C:43]([F:46])([F:44])[F:45])=[CH:42][C:37]=3[C:36]3[N:32]([CH3:31])[N:33]=[CH:34][CH:35]=3)=[CH:3][NH:4]2)=[CH:9][CH:8]=1)(=[O:12])=[O:13]. The yield is 0.800. (6) The reactants are [Br:1][C:2]1[C:3](F)=[C:4]2[C:10]([NH:11][C:12]([CH:14]3[CH2:17][CH2:16][CH2:15]3)=[O:13])=[CH:9][NH:8][C:5]2=[N:6][CH:7]=1.[NH:19]1[CH2:24][CH2:23][CH2:22][C@@H:21]([NH:25][C:26](=[O:32])[O:27][C:28]([CH3:31])([CH3:30])[CH3:29])[CH2:20]1.C(N(CC)CC)C. The catalyst is CCCCO.CCOC(C)=O. The product is [Br:1][C:2]1[C:3]([N:19]2[CH2:24][CH2:23][CH2:22][C@@H:21]([NH:25][C:26](=[O:32])[O:27][C:28]([CH3:30])([CH3:29])[CH3:31])[CH2:20]2)=[C:4]2[C:10]([NH:11][C:12]([CH:14]3[CH2:17][CH2:16][CH2:15]3)=[O:13])=[CH:9][NH:8][C:5]2=[N:6][CH:7]=1. The yield is 0.300.